Dataset: Full USPTO retrosynthesis dataset with 1.9M reactions from patents (1976-2016). Task: Predict the reactants needed to synthesize the given product. (1) Given the product [CH2:1]([O:5][C:6]1[CH:7]=[CH:8][C:9]2[C:10]3[C:15](=[C:14]([F:20])[C:13]([C:41]4[CH:40]=[CH:39][C:38]([CH2:33][CH2:34][CH2:35][CH2:36][CH3:37])=[CH:43][CH:42]=4)=[CH:12][CH:11]=3)[CH2:16][C:17]=2[C:18]=1[F:19])[CH2:2][CH2:3][CH3:4], predict the reactants needed to synthesize it. The reactants are: [CH2:1]([O:5][C:6]1[C:18]([F:19])=[C:17]2[C:9]([C:10]3[CH:11]=[CH:12][C:13](B(O)O)=[C:14]([F:20])[C:15]=3[CH2:16]2)=[CH:8][CH:7]=1)[CH2:2][CH2:3][CH3:4].C(O)C.C(=O)([O-])[O-].[Na+].[Na+].[CH2:33]([C:38]1[CH:43]=[CH:42][C:41](Br)=[CH:40][CH:39]=1)[CH2:34][CH2:35][CH2:36][CH3:37]. (2) The reactants are: [NH2:1][N:2]1[CH:6]=[CH:5][C:4]([CH:7]2[CH2:9][CH2:8]2)=[C:3]1[C:10]([OH:12])=O.[NH4+].[Cl-].C[N:16](C(ON1N=NC2C=CC=NC1=2)=[N+](C)C)C.F[P-](F)(F)(F)(F)F.CCN(C(C)C)C(C)C. Given the product [NH2:1][N:2]1[CH:6]=[CH:5][C:4]([CH:7]2[CH2:9][CH2:8]2)=[C:3]1[C:10]([NH2:16])=[O:12], predict the reactants needed to synthesize it. (3) Given the product [C:1]([O:5][C:6]([N:8]1[CH2:13][CH2:12][N:11]([C:14]([C:16]2[N:24]3[C:19]([CH:20]=[CH:21][CH:22]=[CH:23]3)=[C:18]([C:25]3[CH:26]=[CH:27][CH:28]=[CH:29][CH:30]=3)[C:17]=2[CH2:31][C:32]2[CH:37]=[CH:36][CH:35]=[C:34]([F:38])[C:33]=2[CH3:39])=[O:15])[CH2:10][C@@H:9]1[CH2:40][C:41](=[O:42])[NH:44][CH2:45][C:46]([C:47](=[O:48])[NH2:49])([CH3:51])[CH3:50])=[O:7])([CH3:3])([CH3:4])[CH3:2], predict the reactants needed to synthesize it. The reactants are: [C:1]([O:5][C:6]([N:8]1[CH2:13][CH2:12][N:11]([C:14]([C:16]2[N:24]3[C:19]([CH:20]=[CH:21][CH:22]=[CH:23]3)=[C:18]([C:25]3[CH:30]=[CH:29][CH:28]=[CH:27][CH:26]=3)[C:17]=2[CH2:31][C:32]2[CH:37]=[CH:36][CH:35]=[C:34]([F:38])[C:33]=2[CH3:39])=[O:15])[CH2:10][C@@H:9]1[CH2:40][C:41](O)=[O:42])=[O:7])([CH3:4])([CH3:3])[CH3:2].[NH2:44][CH2:45][C:46]([CH3:51])([CH3:50])[C:47]([NH2:49])=[O:48].CN(C(ON1N=NC2C=CC=CC1=2)=[N+](C)C)C.[B-](F)(F)(F)F.CC(=O)OCC. (4) Given the product [CH:1]1([C:7]2[C:8]([CH3:13])=[N+:9]([O-:22])[CH:10]=[CH:11][CH:12]=2)[CH2:2][CH2:3][CH2:4][CH2:5][CH2:6]1, predict the reactants needed to synthesize it. The reactants are: [CH:1]1([C:7]2[C:8]([CH3:13])=[N:9][CH:10]=[CH:11][CH:12]=2)[CH2:6][CH2:5][CH2:4][CH2:3][CH2:2]1.C1C=C(Cl)C=C(C(OO)=[O:22])C=1. (5) Given the product [CH2:15]([O:11][C:10](=[O:12])[C:9]1[CH:13]=[CH:14][C:6]([CH3:5])=[CH:7][CH:8]=1)[CH3:16], predict the reactants needed to synthesize it. The reactants are: S(Cl)(Cl)=O.[CH3:5][C:6]1[CH:14]=[CH:13][C:9]([C:10]([OH:12])=[O:11])=[CH:8][CH:7]=1.[CH2:15](O)[CH3:16]. (6) Given the product [CH2:13]([O:12][C:8]1[CH:7]=[C:6]([CH:5]=[C:4]([O:3][CH2:1][CH3:2])[C:9]=1[O:10][CH3:11])[CH:15]=[O:16])[CH3:14], predict the reactants needed to synthesize it. The reactants are: [CH2:1]([O:3][C:4]1[CH:5]=[C:6]([CH2:15][OH:16])[CH:7]=[C:8]([O:12][CH2:13][CH3:14])[C:9]=1[O:10][CH3:11])[CH3:2]. (7) Given the product [CH3:1][O:2][CH2:3][CH2:4][O:5][CH2:6][CH2:7][O:8][CH2:9][CH2:10][O:11][CH2:12][CH2:13][O:14][CH2:15][CH2:16][O:17][CH2:18][CH2:19][O:20][CH2:21][CH2:22][O:23][CH2:24][CH2:25][NH:26][C:27]([C@@H:29]1[CH2:33][CH2:32][CH2:31][N:30]1[CH2:34][CH2:35][N:36]([CH3:79])[C:37](=[O:78])[C:38]1[CH:77]=[CH:76][CH:75]=[C:40]([C:41]([NH:43][C:44]2[CH:49]=[CH:48][C:47]([N:50]([CH2:55][CH3:54])[CH2:51][CH3:52])=[CH:46][C:45]=2[C:56]2[CH:61]=[C:60]([C:62](=[O:74])[NH:63][C@@H:64]3[C:73]4[C:68](=[CH:69][CH:70]=[CH:71][CH:72]=4)[CH2:67][CH2:66][CH2:65]3)[CH:59]=[CH:58][N:57]=2)=[O:42])[CH:39]=1)=[O:28], predict the reactants needed to synthesize it. The reactants are: [CH3:1][O:2][CH2:3][CH2:4][O:5][CH2:6][CH2:7][O:8][CH2:9][CH2:10][O:11][CH2:12][CH2:13][O:14][CH2:15][CH2:16][O:17][CH2:18][CH2:19][O:20][CH2:21][CH2:22][O:23][CH2:24][CH2:25][NH:26][C:27]([C@@H:29]1[CH2:33][CH2:32][CH2:31][N:30]1[CH2:34][CH2:35][N:36]([CH3:79])[C:37](=[O:78])[C:38]1[CH:77]=[CH:76][CH:75]=[C:40]([C:41]([NH:43][C:44]2[CH:49]=[CH:48][C:47]([N:50]3[CH2:55][CH2:54]C[CH2:52][CH2:51]3)=[CH:46][C:45]=2[C:56]2[CH:61]=[C:60]([C:62](=[O:74])[NH:63][C@@H:64]3[C:73]4[C:68](=[CH:69][CH:70]=[CH:71][CH:72]=4)[CH2:67][CH2:66][CH2:65]3)[CH:59]=[CH:58][N:57]=2)=[O:42])[CH:39]=1)=[O:28].C(N(CC)C1C=CC(NC(=O)C2C=CC=C(C(N(C)CC=O)=O)C=2)=C(C2C=C(C(=O)N[C@@H]3C4C(=CC=CC=4)CCC3)C=CN=2)C=1)C.C(N)(=O)C1C=CC=C(C(N)=O)C=1.